This data is from Reaction yield outcomes from USPTO patents with 853,638 reactions. The task is: Predict the reaction yield, written as a fraction of the theoretical maximum amount of product (1.0 means a 100% yield; for example, 0.34 means a 34% yield). (1) The reactants are C[O:2][C:3]1[CH:4]=[C:5]2[C:9](=[CH:10][CH:11]=1)[N:8]([CH2:12][C:13]1[CH:18]=[CH:17][CH:16]=[CH:15][CH:14]=1)[CH2:7][CH2:6]2.Br.C(O)(=O)C. The catalyst is C([O-])(O)=O.[Na+]. The product is [CH2:12]([N:8]1[C:9]2[C:5](=[CH:4][C:3]([OH:2])=[CH:11][CH:10]=2)[CH2:6][CH2:7]1)[C:13]1[CH:14]=[CH:15][CH:16]=[CH:17][CH:18]=1. The yield is 0.930. (2) The reactants are [Li+].[OH-].[C:3]([C:5]1[CH:10]=[CH:9][C:8]([NH:11][C:12](=[O:31])[NH:13][C@@H:14]2[CH2:19][CH2:18][N:17]([C:20]([O:22][C:23]([CH3:26])([CH3:25])[CH3:24])=[O:21])[C@@H:16]([C:27]([O:29]C)=[O:28])[CH2:15]2)=[CH:7][CH:6]=1)#[N:4].Cl. The catalyst is C1COCC1.CO.O. The product is [C:23]([O:22][C:20]([N:17]1[CH2:18][CH2:19][C@@H:14]([NH:13][C:12]([NH:11][C:8]2[CH:9]=[CH:10][C:5]([C:3]#[N:4])=[CH:6][CH:7]=2)=[O:31])[CH2:15][C@@H:16]1[C:27]([OH:29])=[O:28])=[O:21])([CH3:26])([CH3:24])[CH3:25]. The yield is 0.990. (3) The reactants are Cl.[CH3:2][NH:3][CH2:4][CH2:5][NH:6][S:7]([C:10]1[CH:15]=[C:14]([S:16]([C:19]2[CH:24]=[CH:23][CH:22]=[CH:21][CH:20]=2)(=[O:18])=[O:17])[CH:13]=[CH:12][C:11]=1[C:25]([F:28])([F:27])[F:26])(=[O:9])=[O:8].[N:29]1([C:34](Cl)=[O:35])[CH2:33][CH2:32][CH2:31][CH2:30]1.C(N(C(C)C)CC)(C)C. The catalyst is C(Cl)Cl. The yield is 0.850. The product is [CH3:2][N:3]([CH2:4][CH2:5][NH:6][S:7]([C:10]1[CH:15]=[C:14]([S:16]([C:19]2[CH:24]=[CH:23][CH:22]=[CH:21][CH:20]=2)(=[O:18])=[O:17])[CH:13]=[CH:12][C:11]=1[C:25]([F:28])([F:26])[F:27])(=[O:9])=[O:8])[C:34]([N:29]1[CH2:33][CH2:32][CH2:31][CH2:30]1)=[O:35]. (4) The reactants are Br[C:2]1[S:3][C:4]([NH:12][C:13](=[O:21])[C:14]2[CH:19]=[CH:18][C:17]([F:20])=[CH:16][CH:15]=2)=[C:5]([C:7]([O:9][CH2:10][CH3:11])=[O:8])[N:6]=1.CC1(C)C2C(=C(P(C3C=CC=CC=3)C3C=CC=CC=3)C=CC=2)OC2C(P(C3C=CC=CC=3)C3C=CC=CC=3)=CC=CC1=2.C(=O)([O-])[O-].[Cs+].[Cs+].[CH3:70][NH:71][C:72]1[CH:73]=[C:74]2[C:79](=[CH:80][CH:81]=1)[N:78]=[CH:77][CH:76]=[CH:75]2. The catalyst is C1(C)C=CC=CC=1.C1C=CC(/C=C/C(/C=C/C2C=CC=CC=2)=O)=CC=1.C1C=CC(/C=C/C(/C=C/C2C=CC=CC=2)=O)=CC=1.C1C=CC(/C=C/C(/C=C/C2C=CC=CC=2)=O)=CC=1.[Pd].[Pd]. The product is [F:20][C:17]1[CH:18]=[CH:19][C:14]([C:13]([NH:12][C:4]2[S:3][C:2]([N:71]([CH3:70])[C:72]3[CH:73]=[C:74]4[C:79](=[CH:80][CH:81]=3)[N:78]=[CH:77][CH:76]=[CH:75]4)=[N:6][C:5]=2[C:7]([O:9][CH2:10][CH3:11])=[O:8])=[O:21])=[CH:15][CH:16]=1. The yield is 0.580. (5) The reactants are [CH:1]1([C:11]([O:13]C)=[O:12])[CH2:6][CH2:5][CH2:4][CH:3]([C:7]([O:9][CH3:10])=[O:8])[CH2:2]1.[OH-].[Na+]. The catalyst is CO. The product is [CH3:10][O:9][C:7]([CH:3]1[CH2:4][CH2:5][CH2:6][CH:1]([C:11]([OH:13])=[O:12])[CH2:2]1)=[O:8]. The yield is 0.570. (6) The product is [N:25]([CH2:20][C:19]([NH:18][C:14]1[CH:13]=[CH:12][CH:11]=[C:10]2[C:15]=1[C:16](=[O:17])[N:8]([CH:7]1[CH2:6][CH2:5][C:4](=[O:24])[NH:3][C:2]1=[O:1])[C:9]2=[O:23])=[O:22])=[N+:26]=[N-:27]. The yield is 0.960. The catalyst is CC(C)=O. The reactants are [O:1]=[C:2]1[CH:7]([N:8]2[C:16](=[O:17])[C:15]3[C:10](=[CH:11][CH:12]=[CH:13][C:14]=3[NH:18][C:19](=[O:22])[CH2:20]Cl)[C:9]2=[O:23])[CH2:6][CH2:5][C:4](=[O:24])[NH:3]1.[N-:25]=[N+:26]=[N-:27].[Na+]. (7) The reactants are [F:1][C:2]([F:13])([F:12])[C:3]1[C:11]2[CH2:10][CH2:9][CH2:8][CH2:7][C:6]=2[NH:5][N:4]=1.CC(C)([O-])C.[K+].CN(C=O)C.Br[CH2:26][CH2:27][CH2:28][C:29]([O:31][CH3:32])=[O:30]. The catalyst is O. The product is [F:13][C:2]([F:1])([F:12])[C:3]1[C:11]2[CH2:10][CH2:9][CH2:8][CH2:7][C:6]=2[N:5]([CH2:26][CH2:27][CH2:28][C:29]([O:31][CH3:32])=[O:30])[N:4]=1. The yield is 0.760.